From a dataset of Catalyst prediction with 721,799 reactions and 888 catalyst types from USPTO. Predict which catalyst facilitates the given reaction. Reactant: [S:1]1[CH:5]=[CH:4][C:3]2[C:6]([N:10]3[CH2:15][CH2:14][N:13](C(OC(C)(C)C)=O)[CH2:12][CH2:11]3)=[CH:7][CH:8]=[CH:9][C:2]1=2.[ClH:23].O1CCOCC1. Product: [ClH:23].[S:1]1[CH:5]=[CH:4][C:3]2[C:6]([N:10]3[CH2:15][CH2:14][NH:13][CH2:12][CH2:11]3)=[CH:7][CH:8]=[CH:9][C:2]1=2. The catalyst class is: 12.